This data is from Forward reaction prediction with 1.9M reactions from USPTO patents (1976-2016). The task is: Predict the product of the given reaction. (1) Given the reactants C([O:4][C:5]1[CH:12]=[CH:11][C:8]([CH:9]=[CH2:10])=[CH:7][CH:6]=1)(=O)C.[C:13]([O:17][C:18]1[CH:25]=[CH:24][C:21]([CH:22]=[CH2:23])=[CH:20][CH:19]=1)([CH3:16])([CH3:15])[CH3:14].N(C(C)(CC)C([O-])=O)=NC(C)(CC)C([O-])=O.N(C(C)(C)C(OC)=O)=NC(C)(C)C(OC)=O, predict the reaction product. The product is: [OH:4][C:5]1[CH:12]=[CH:11][C:8]([CH:9]=[CH2:10])=[CH:7][CH:6]=1.[C:13]([O:17][C:18]1[CH:19]=[CH:20][C:21]([CH:22]=[CH2:23])=[CH:24][CH:25]=1)([CH3:16])([CH3:14])[CH3:15]. (2) Given the reactants [Br:1][C:2]1[CH:7]=[CH:6][N:5]=[C:4](F)[CH:3]=1.[CH3:9][N:10]1[C:14]([NH2:15])=[CH:13][CH:12]=[N:11]1.CC(C)([O-])C.[Na+], predict the reaction product. The product is: [Br:1][C:2]1[CH:7]=[CH:6][N:5]=[C:4]([NH:15][C:14]2[N:10]([CH3:9])[N:11]=[CH:12][CH:13]=2)[CH:3]=1. (3) Given the reactants [N:1]1[CH:6]=[CH:5][C:4]([N:7]2[CH2:12][CH2:11][CH:10]([C:13](OCC)=[O:14])[CH2:9][CH2:8]2)=[N:3][CH:2]=1.[BH4-].[Na+], predict the reaction product. The product is: [N:1]1[CH:6]=[CH:5][C:4]([N:7]2[CH2:12][CH2:11][CH:10]([CH2:13][OH:14])[CH2:9][CH2:8]2)=[N:3][CH:2]=1. (4) The product is: [O:1]1[CH2:6][CH2:5][N:4]([C:7]2[CH:12]=[CH:11][CH:10]=[CH:9][C:8]=2[NH:13][C:14]2[N:23]=[CH:22][C:21]3[C:16](=[CH:17][CH:18]=[C:19]([O:24][C:26]4[CH:31]=[CH:30][N:29]=[C:28]([C:32]([NH:34][CH3:35])=[O:33])[CH:27]=4)[CH:20]=3)[N:15]=2)[CH2:3][CH2:2]1. Given the reactants [O:1]1[CH2:6][CH2:5][N:4]([C:7]2[CH:12]=[CH:11][CH:10]=[CH:9][C:8]=2[NH:13][C:14]2[N:23]=[CH:22][C:21]3[C:16](=[CH:17][CH:18]=[C:19]([OH:24])[CH:20]=3)[N:15]=2)[CH2:3][CH2:2]1.Cl[C:26]1[CH:31]=[CH:30][N:29]=[C:28]([C:32]([NH:34][CH3:35])=[O:33])[CH:27]=1.C(=O)([O-])[O-].[Cs+].[Cs+], predict the reaction product. (5) Given the reactants C([O:8][CH2:9][CH2:10][C:11]1([CH2:15][OH:16])[CH2:14][CH2:13][CH2:12]1)C1C=CC=CC=1.[Si:17](Cl)([C:20]([CH3:23])([CH3:22])[CH3:21])([CH3:19])[CH3:18].N1C=CN=C1.[Cl-].[NH4+], predict the reaction product. The product is: [Si:17]([O:16][CH2:15][C:11]1([CH2:10][CH2:9][OH:8])[CH2:12][CH2:13][CH2:14]1)([C:20]([CH3:23])([CH3:22])[CH3:21])([CH3:19])[CH3:18]. (6) Given the reactants [NH2:1][C:2]1[C:7]([N+:8]([O-:10])=[O:9])=[CH:6][CH:5]=[CH:4][C:3]=1[OH:11].CN([CH:15]=[O:16])C.[C:17]([O-])([O-])=O.[K+].[K+], predict the reaction product. The product is: [N+:8]([C:7]1[C:2]2[NH:1][C:15](=[O:16])[CH2:17][O:11][C:3]=2[CH:4]=[CH:5][CH:6]=1)([O-:10])=[O:9]. (7) Given the reactants C(Cl)(=O)C(Cl)=O.CS(=O)C.[O:11]=[P:12]1([CH2:26][OH:27])[C:25]2[CH:24]=[CH:23][CH:22]=[CH:21][C:20]=2[C:19]2[C:14](=[CH:15][CH:16]=[CH:17][CH:18]=2)[O:13]1, predict the reaction product. The product is: [O:11]=[P:12]1([CH:26]=[O:27])[C:25]2[CH:24]=[CH:23][CH:22]=[CH:21][C:20]=2[C:19]2[C:14](=[CH:15][CH:16]=[CH:17][CH:18]=2)[O:13]1. (8) The product is: [CH3:12][C:4]1[N:3]=[C:2]([NH:18][C:14]2[O:13][CH:17]=[CH:16][N:15]=2)[N:7]=[C:6]([C:8]([O:10][CH3:11])=[O:9])[CH:5]=1. Given the reactants Cl[C:2]1[N:7]=[C:6]([C:8]([O:10][CH3:11])=[O:9])[CH:5]=[C:4]([CH3:12])[N:3]=1.[O:13]1[CH:17]=[CH:16][N:15]=[C:14]1[NH2:18], predict the reaction product.